From a dataset of Forward reaction prediction with 1.9M reactions from USPTO patents (1976-2016). Predict the product of the given reaction. (1) Given the reactants [CH3:1][O:2][C:3]1[CH:4]=[C:5]([C:28]2[CH:33]=[CH:32][CH:31]=[CH:30][C:29]=2[CH3:34])[CH:6]=[CH:7][C:8]=1[C:9]([N:11]1[C:17]2[CH:18]=[CH:19][CH:20]=[CH:21][C:16]=2[CH2:15][N:14]2[C:22]([C:25]([OH:27])=O)=[CH:23][CH:24]=[C:13]2[CH2:12]1)=[O:10].ON1C2C=CC=CC=2N=N1.Cl.[CH3:46][N:47]([CH3:56])[CH2:48][CH2:49][CH2:50][N:51]=[C:52]=NCC.C(N(CC)C(C)C)(C)C, predict the reaction product. The product is: [CH3:52][N:51]([CH2:50][CH2:49][CH2:48][N:47]([CH3:56])[CH3:46])[C:25]([C:22]1[N:14]2[C:13]([CH2:12][N:11]([C:9]([C:8]3[CH:7]=[CH:6][C:5]([C:28]4[CH:33]=[CH:32][CH:31]=[CH:30][C:29]=4[CH3:34])=[CH:4][C:3]=3[O:2][CH3:1])=[O:10])[C:17]3[CH:18]=[CH:19][CH:20]=[CH:21][C:16]=3[CH2:15]2)=[CH:24][CH:23]=1)=[O:27]. (2) Given the reactants [NH:1]1[C:9]2[C:4](=[CH:5][CH:6]=[CH:7][CH:8]=2)[C:3]([CH2:10][C:11]([OH:13])=[O:12])=[CH:2]1.[H-].[Na+].Br[CH2:17][C:18]1[C:19]2[CH:26]=[C:25]([Cl:27])[CH:24]=[CH:23][C:20]=2[S:21][CH:22]=1, predict the reaction product. The product is: [Cl:27][C:25]1[CH:24]=[CH:23][C:20]2[S:21][CH:22]=[C:18]([CH2:17][N:1]3[C:9]4[C:4](=[CH:5][CH:6]=[CH:7][CH:8]=4)[C:3]([CH2:10][C:11]([OH:13])=[O:12])=[CH:2]3)[C:19]=2[CH:26]=1. (3) Given the reactants [CH3:1][O:2][C:3]1[CH:12]=[C:11]2[C:6]([C:7]([CH2:14][CH2:15][C:16]3[CH:21]=[CH:20][CH:19]=[CH:18][CH:17]=3)=[N:8][NH:9][C:10]2=O)=[CH:5][CH:4]=1.P(Cl)(Cl)([Cl:24])=O, predict the reaction product. The product is: [Cl:24][C:10]1[C:11]2[C:6](=[CH:5][CH:4]=[C:3]([O:2][CH3:1])[CH:12]=2)[C:7]([CH2:14][CH2:15][C:16]2[CH:21]=[CH:20][CH:19]=[CH:18][CH:17]=2)=[N:8][N:9]=1. (4) The product is: [Si:18]([O:25][C:26]1[C:27]([F:38])=[C:28]([C:32]([CH2:33][CH:34]2[CH2:36][CH2:35]2)=[CH:13][C:14]([O:16][CH3:17])=[O:15])[CH:29]=[CH:30][CH:31]=1)([C:21]([CH3:24])([CH3:23])[CH3:22])([CH3:20])[CH3:19]. Given the reactants C([N-]C(C)C)(C)C.[Li+].C[Si]([CH2:13][C:14]([O:16][CH3:17])=[O:15])(C)C.[Si:18]([O:25][C:26]1[C:27]([F:38])=[C:28]([C:32](=O)[CH2:33][CH:34]2[CH2:36][CH2:35]2)[CH:29]=[CH:30][CH:31]=1)([C:21]([CH3:24])([CH3:23])[CH3:22])([CH3:20])[CH3:19], predict the reaction product. (5) Given the reactants CC1C=CC(S(O[CH2:12][C@H:13]2[CH2:18][CH2:17][C@H:16]([CH2:19][N:20]3[C:28]4[C:23](=[N:24][C:25]([Cl:36])=[N:26][C:27]=4[NH:29][C@@H:30]([CH:32]4[CH2:35][CH2:34][CH2:33]4)[CH3:31])[N:22]=[CH:21]3)[CH2:15][CH2:14]2)(=O)=O)=CC=1.[I-:37].[Na+], predict the reaction product. The product is: [Cl:36][C:25]1[N:24]=[C:23]2[C:28]([N:20]([CH2:19][C@H:16]3[CH2:17][CH2:18][C@H:13]([CH2:12][I:37])[CH2:14][CH2:15]3)[CH:21]=[N:22]2)=[C:27]([NH:29][C@@H:30]([CH:32]2[CH2:33][CH2:34][CH2:35]2)[CH3:31])[N:26]=1. (6) The product is: [CH3:1][N:2]([CH3:32])[C:3]([C:5]1[N:26]([CH:27]2[CH2:31][CH2:30][CH2:29][CH2:28]2)[C:8]2[N:9]=[C:10]([NH:13][C:14]3[CH:19]=[CH:18][C:17]([N:20]4[CH2:21][CH2:22][N:23]([C:40](=[O:41])[CH2:39][CH:33]5[CH2:38][CH2:37][CH2:36][CH2:35][CH2:34]5)[CH2:24][CH2:25]4)=[CH:16][N:15]=3)[N:11]=[CH:12][C:7]=2[CH:6]=1)=[O:4]. Given the reactants [CH3:1][N:2]([CH3:32])[C:3]([C:5]1[N:26]([CH:27]2[CH2:31][CH2:30][CH2:29][CH2:28]2)[C:8]2[N:9]=[C:10]([NH:13][C:14]3[CH:19]=[CH:18][C:17]([N:20]4[CH2:25][CH2:24][NH:23][CH2:22][CH2:21]4)=[CH:16][N:15]=3)[N:11]=[CH:12][C:7]=2[CH:6]=1)=[O:4].[CH:33]1([CH2:39][C:40](Cl)=[O:41])[CH2:38][CH2:37][CH2:36][CH2:35][CH2:34]1, predict the reaction product. (7) Given the reactants [C:1]([O:5][C:6](=[O:36])[NH:7][C@@H:8]([CH2:21][C:22]1[CH:27]=[CH:26][CH:25]=[C:24]([O:28]CC2C=CC=CC=2)[CH:23]=1)[C@@H:9]([OH:20])[CH2:10][C@H:11]([C:13](=[O:19])[NH:14][CH2:15][CH2:16][CH2:17][CH3:18])[CH3:12])([CH3:4])([CH3:3])[CH3:2], predict the reaction product. The product is: [C:1]([O:5][C:6](=[O:36])[NH:7][C@@H:8]([CH2:21][C:22]1[CH:27]=[CH:26][CH:25]=[C:24]([OH:28])[CH:23]=1)[C@@H:9]([OH:20])[CH2:10][C@H:11]([C:13](=[O:19])[NH:14][CH2:15][CH2:16][CH2:17][CH3:18])[CH3:12])([CH3:3])([CH3:4])[CH3:2]. (8) Given the reactants [Cl:1][C:2]1[CH:10]=[CH:9][C:5]([C:6](Cl)=[O:7])=[CH:4][C:3]=1[N+:11]([O-:13])=[O:12].[Br:14][C:15]1[CH:20]=[CH:19][C:18]([NH2:21])=[CH:17][C:16]=1[F:22], predict the reaction product. The product is: [Br:14][C:15]1[CH:20]=[CH:19][C:18]([NH:21][C:6](=[O:7])[C:5]2[CH:9]=[CH:10][C:2]([Cl:1])=[C:3]([N+:11]([O-:13])=[O:12])[CH:4]=2)=[CH:17][C:16]=1[F:22].